From a dataset of Catalyst prediction with 721,799 reactions and 888 catalyst types from USPTO. Predict which catalyst facilitates the given reaction. Reactant: [SH:1][C:2]1[NH:3][C:4]2[CH:10]=[C:9]([O:11][Si:12]([C:15]([CH3:18])([CH3:17])[CH3:16])([CH3:14])[CH3:13])[CH:8]=[CH:7][C:5]=2[N:6]=1.[H-].[Na+].[N+]([C:24]1[O:28][C:27]([CH:29]=[O:30])=[CH:26][CH:25]=1)([O-])=O.O. Product: [C:15]([Si:12]([CH3:13])([CH3:14])[O:11][C:9]1[CH:8]=[CH:7][C:5]2[NH:6][C:2]([S:1][C:24]3[O:28][C:27]([CH:29]=[O:30])=[CH:26][CH:25]=3)=[N:3][C:4]=2[CH:10]=1)([CH3:18])([CH3:17])[CH3:16]. The catalyst class is: 7.